Dataset: Experimentally validated miRNA-target interactions with 360,000+ pairs, plus equal number of negative samples. Task: Binary Classification. Given a miRNA mature sequence and a target amino acid sequence, predict their likelihood of interaction. (1) The miRNA is hsa-miR-1251-5p with sequence ACUCUAGCUGCCAAAGGCGCU. The protein sequence of the target gene is MGQRLSGGRSCLDVPGRFLPQPPPPPPPVRRKLALLFAMLCIWLYMFLYSCAGSCTAAPGLLLLGSGSRATHAQPALVTAPNETSPKMPFRAPPANSLAAGKDKTVGAGSQEEQSPEAPDSPSPISSFFSGAGSKQLPQAIIIGVKKGGTRALLEFLRVHPDVRAVGAEPHFFDRSYHKGLAWYRDLMPRTLKGQITMEKTPSYFVTREAPARISAMSKDTKLIVVVRDPVTRAISDYTQTLSKRPDIPSFESLTFRNRSAGLIDTSWSAIQIGLYAKHLEPWLRHFPLGQMLFVSGERL.... Result: 0 (no interaction). (2) The miRNA is hsa-miR-892b with sequence CACUGGCUCCUUUCUGGGUAGA. The protein sequence of the target gene is MKTKNRPPRRRTPMQDTEATPGEQTPDRPQSGSGGSELTKGLRSRTARASGGRGEVSRRRQGSGGRRENSVQRRLESNERERQRMHKLNNAFQALREVIPHVRADKKLSKIETLTLAKNYIKSLTATILTMSSSRLPGLEAPGPAPGPKLYQHYHHQQQQQQQQQQVAGAMLGVTEDQPQGHLQRYSTQIHSFREGS. Result: 0 (no interaction). (3) The miRNA is hsa-miR-3074-3p with sequence GAUAUCAGCUCAGUAGGCACCG. The protein sequence of the target gene is MHRLLAWDAACLPPPPAAFRPMEVANFYYEPDCLAYGAKAARAAPRAPAAEPAIGEHERAIDFSPYLEPLAPAADFAAPAPAHHDFLSDLFADDYGAKPSKKPADYGYVSLGRAGAKAAPPACFPPPPPAALKAEPGFEPADCKRADDAPAMAAGFPFALRAYLGYQATPSGSSGSLSTSSSSSPPGTPSPADAKAAPAACFAGPPAAPAKAKAKKTVDKLSDEYKMRRERNNIAVRKSRDKAKMRNLETQHKVLELTAENERLQKKVEQLSRELSTLRNLFKQLPEPLLASAGHC. Result: 0 (no interaction). (4) The miRNA is hsa-miR-6499-3p with sequence AGCAGUGUUUGUUUUGCCCACA. The protein sequence of the target gene is MRERGQDSLAGLVLYVGLFGHPGMLHRAKYSRFRNESITSLDEGSSGGSVGNKGSPQPPHPALAPHLPTEDATLPSQESPTPLCTLIPRMASMKLANPATLLSLKNFCLGTKEVPRLKLQESRDPGSSGPSSPETSLSRSGTAPPPQQDLVGHRATALTPDSCPLPGPGEPTLRSRQDRHFLQHLLGMGMNYCVRYMGCVEVLQSMRSLDFGMRTQVTREAISRLCEAVPGANGAIKKRKPPVKFLSTVLGKSNLQFSGMNIKLTISTCSLTLMNLDNQQIIANHHMQSISFASGGDPDT.... Result: 1 (interaction). (5) The miRNA is hsa-miR-6814-3p with sequence ACUCGCAUCCUUCCCUUGGCAG. The protein sequence of the target gene is MALRVVRSVRALLCTLRAVPSPAAPCPPRPWQLGVGAVRTLRTGPALLSVRKFTEKHEWVTTENGIGTVGISNFAQEALGDVVYCSLPEVGTKLNKQDEFGALESVKAASELYSPLSGEVTEINEALAENPGLVNKSCYEDGWLIKMTLSNPSELDELMSEEAYEKYIKSIEE. Result: 0 (no interaction).